Dataset: Reaction yield outcomes from USPTO patents with 853,638 reactions. Task: Predict the reaction yield, written as a fraction of the theoretical maximum amount of product (1.0 means a 100% yield; for example, 0.34 means a 34% yield). (1) The reactants are [NH:1]1[C:9]2[C:4](=[CH:5][CH:6]=[CH:7][CH:8]=2)[CH:3]=[C:2]1[C:10]([O:12][CH3:13])=[O:11].[H-].[Na+].Br[CH2:17][CH2:18][CH2:19][N:20]1[C:24](=[O:25])[C:23]2=[CH:26][CH:27]=[CH:28][CH:29]=[C:22]2[C:21]1=[O:30]. The catalyst is CN(C)C=O. The product is [C:21]1(=[O:30])[N:20]([CH2:19][CH2:18][CH2:17][N:1]2[C:9]3[C:4](=[CH:5][CH:6]=[CH:7][CH:8]=3)[CH:3]=[C:2]2[C:10]([O:12][CH3:13])=[O:11])[C:24](=[O:25])[C:23]2=[CH:26][CH:27]=[CH:28][CH:29]=[C:22]12. The yield is 0.620. (2) The reactants are Br[C:2]1[C:18]([O:19][CH2:20][C@@H:21]([NH:26][C:27](=[O:33])[O:28][C:29]([CH3:32])([CH3:31])[CH3:30])[CH2:22][CH:23]([CH3:25])[CH3:24])=[CH:17][C:5]2[N:6]([CH3:16])[C:7](=[O:15])[C:8]3[C:13]([C:4]=2[CH:3]=1)=[CH:12][CH:11]=[N:10][C:9]=3[CH3:14].C(=O)([O-])[O-].[Na+].[Na+].[CH:40](B1OB(C=C)OB(C=C)O1)=[CH2:41].N1C=CC=CC=1. The catalyst is C1C=CC([P]([Pd]([P](C2C=CC=CC=2)(C2C=CC=CC=2)C2C=CC=CC=2)([P](C2C=CC=CC=2)(C2C=CC=CC=2)C2C=CC=CC=2)[P](C2C=CC=CC=2)(C2C=CC=CC=2)C2C=CC=CC=2)(C2C=CC=CC=2)C2C=CC=CC=2)=CC=1.C(O)C.O.C1(C)C=CC=CC=1. The product is [CH3:14][C:9]1[N:10]=[CH:11][CH:12]=[C:13]2[C:8]=1[C:7](=[O:15])[N:6]([CH3:16])[C:5]1[CH:17]=[C:18]([O:19][CH2:20][C@@H:21]([NH:26][C:27](=[O:33])[O:28][C:29]([CH3:31])([CH3:30])[CH3:32])[CH2:22][CH:23]([CH3:24])[CH3:25])[C:2]([CH:40]=[CH2:41])=[CH:3][C:4]2=1. The yield is 0.190. (3) The reactants are [NH2:1][C@:2]12[CH2:37][CH2:36][C@@H:35]([C:38]([CH3:40])=[CH2:39])[C@@H:3]1[C@@H:4]1[C@@:17]([CH3:20])([CH2:18][CH2:19]2)[C@@:16]2([CH3:21])[C@@H:7]([C@:8]3([CH3:34])[C@@H:13]([CH2:14][CH2:15]2)[C:12]([CH3:23])([CH3:22])[C:11]([C:24]2[CH:33]=[CH:32][C:27]([C:28]([O:30]C)=[O:29])=[CH:26][CH:25]=2)=[CH:10][CH2:9]3)[CH2:6][CH2:5]1.CN(C)CCC(N[C@]12CC[C@@H](C(C)=C)[C@@H]1[C@@H]1[C@@](C)(CC2)[C@@]2(C)[C@@H]([C@]3(C)[C@@H](CC2)C(C)(C)C(C2C=CC(C(O)=O)=CC=2)=CC3)CC1)=O.[N:87]1([CH2:92][C:93](O)=[O:94])[CH:91]=[CH:90][N:89]=[CH:88]1. No catalyst specified. The product is [N:87]1([CH2:92][C:93]([NH:1][C@:2]23[CH2:37][CH2:36][C@@H:35]([C:38]([CH3:40])=[CH2:39])[C@@H:3]2[C@@H:4]2[C@@:17]([CH3:20])([CH2:18][CH2:19]3)[C@@:16]3([CH3:21])[C@@H:7]([C@:8]4([CH3:34])[C@@H:13]([CH2:14][CH2:15]3)[C:12]([CH3:23])([CH3:22])[C:11]([C:24]3[CH:25]=[CH:26][C:27]([C:28]([OH:30])=[O:29])=[CH:32][CH:33]=3)=[CH:10][CH2:9]4)[CH2:6][CH2:5]2)=[O:94])[CH:91]=[CH:90][N:89]=[CH:88]1. The yield is 0.600. (4) The reactants are C(N(CC)CC)C.[C:8]([O:12][C:13]([N:15]1[CH2:20][CH2:19][CH2:18][CH:17]([C:21]([OH:23])=O)[CH2:16]1)=[O:14])([CH3:11])([CH3:10])[CH3:9].Cl.[NH2:25][CH2:26][C:27]([C:29]1[CH:34]=[CH:33][C:32]([F:35])=[CH:31][CH:30]=1)=[O:28].C(P1(=O)OP(CCC)(=O)OP(CCC)(=O)O1)CC. The catalyst is C1COCC1. The product is [F:35][C:32]1[CH:31]=[CH:30][C:29]([C:27](=[O:28])[CH2:26][NH:25][C:21]([CH:17]2[CH2:18][CH2:19][CH2:20][N:15]([C:13]([O:12][C:8]([CH3:9])([CH3:10])[CH3:11])=[O:14])[CH2:16]2)=[O:23])=[CH:34][CH:33]=1. The yield is 0.520. (5) The reactants are I[C:2]1[CH:3]=[C:4]2[C:8](=[CH:9][CH:10]=1)[N:7]([Si:11]([CH:18]([CH3:20])[CH3:19])([CH:15]([CH3:17])[CH3:16])[CH:12]([CH3:14])[CH3:13])[N:6]=[CH:5]2.C([Li])CCC.[C:26]([C:28]1[CH:35]=[CH:34][CH:33]=[CH:32][C:29]=1[CH:30]=[O:31])#[N:27]. The catalyst is O1CCCC1. The product is [OH:31][CH:30]([C:2]1[CH:3]=[C:4]2[C:8](=[CH:9][CH:10]=1)[N:7]([Si:11]([CH:12]([CH3:14])[CH3:13])([CH:18]([CH3:20])[CH3:19])[CH:15]([CH3:16])[CH3:17])[N:6]=[CH:5]2)[C:29]1[CH:32]=[CH:33][CH:34]=[CH:35][C:28]=1[C:26]#[N:27]. The yield is 0.0900. (6) The reactants are [F:1][CH:2]1[C:7]([C:8]2[C:16]3[C:11](=[CH:12][CH:13]=[C:14]([N+:17]([O-])=O)[CH:15]=3)[NH:10][CH:9]=2)=[CH:6][CH2:5][N:4]([CH3:20])[CH2:3]1.O.NN. The catalyst is CO.[Ni]. The product is [F:1][CH:2]1[C:7]([C:8]2[C:16]3[C:11](=[CH:12][CH:13]=[C:14]([NH2:17])[CH:15]=3)[NH:10][CH:9]=2)=[CH:6][CH2:5][N:4]([CH3:20])[CH2:3]1. The yield is 0.450. (7) The reactants are [NH2:1][C@@H:2]([CH2:33][C:34]1[CH:39]=[CH:38][CH:37]=[CH:36][CH:35]=1)[C@@H:3]([OH:32])[CH2:4][C@@H:5]([NH:19][C:20]([C@@H:22]([NH:27][C:28](=[O:31])[O:29][CH3:30])[C:23]([CH3:26])([CH3:25])[CH3:24])=[O:21])[CH2:6][C:7]1[CH:12]=[CH:11][C:10]([C:13]2[CH:18]=[CH:17][CH:16]=[CH:15][N:14]=2)=[CH:9][CH:8]=1.[CH3:40][O:41][CH2:42][C:43]([NH:45][C@@H:46]([C:50]([CH3:53])([CH3:52])[CH3:51])[C:47](O)=[O:48])=[O:44].CCOP(ON1N=NC2C=CC=CC=2C1=O)(OCC)=O.C(N(CC)C(C)C)(C)C. The catalyst is C1COCC1. The product is [CH2:33]([C@H:2]([NH:1][C:47](=[O:48])[C@H:46]([C:50]([CH3:52])([CH3:51])[CH3:53])[NH:45][C:43](=[O:44])[CH2:42][O:41][CH3:40])[C@@H:3]([OH:32])[CH2:4][C@H:5]([CH2:6][C:7]1[CH:12]=[CH:11][C:10]([C:13]2[CH:18]=[CH:17][CH:16]=[CH:15][N:14]=2)=[CH:9][CH:8]=1)[NH:19][C:20](=[O:21])[C@@H:22]([NH:27][C:28](=[O:31])[O:29][CH3:30])[C:23]([CH3:26])([CH3:25])[CH3:24])[C:34]1[CH:35]=[CH:36][CH:37]=[CH:38][CH:39]=1. The yield is 0.380. (8) The reactants are Cl[CH2:2][C:3]([NH:5][C:6]1[CH:15]=[CH:14][C:9]2[O:10][CH2:11][CH2:12][O:13][C:8]=2[CH:7]=1)=[O:4].C(=O)([O-])[O-].[K+].[K+].[CH3:22][O:23][CH2:24][CH2:25][NH2:26].CN(C=O)C. The catalyst is O. The product is [O:10]1[C:9]2[CH:14]=[CH:15][C:6]([NH:5][C:3](=[O:4])[CH2:2][NH:26][CH2:25][CH2:24][O:23][CH3:22])=[CH:7][C:8]=2[O:13][CH2:12][CH2:11]1. The yield is 0.360. (9) The product is [F:21][C:13]1[CH:14]=[C:15]([S:17]([CH3:20])(=[O:19])=[O:18])[CH:16]=[C:11]([F:10])[C:12]=1[NH:22][C@H:23]1[CH2:27][CH2:26][N:25]([CH:28]2[CH2:33][CH2:32][N:31]([C:2]#[N:1])[CH2:30][CH2:29]2)[C:24]1=[O:34]. The catalyst is C(#N)C. The yield is 1.00. The reactants are [N:1]#[C:2]Br.C(=O)([O-])[O-].[K+].[K+].[F:10][C:11]1[CH:16]=[C:15]([S:17]([CH3:20])(=[O:19])=[O:18])[CH:14]=[C:13]([F:21])[C:12]=1[NH:22][C@H:23]1[CH2:27][CH2:26][N:25]([CH:28]2[CH2:33][CH2:32][NH:31][CH2:30][CH2:29]2)[C:24]1=[O:34]. (10) The reactants are [CH3:1][O:2][C:3]1[CH:4]=[CH:5][C:6]([N+:11]([O-:13])=[O:12])=[C:7]([CH:10]=1)[CH:8]=[O:9].C[Si](C)(C)[O:16][CH2:17][CH2:18]O[Si](C)(C)C.C(Cl)Cl. The catalyst is FC(F)(F)S(O[Si](C)(C)C)(=O)=O.C([O-])([O-])=O.[K+].[K+]. The product is [CH3:1][O:2][C:3]1[CH:4]=[CH:5][C:6]([N+:11]([O-:13])=[O:12])=[C:7]([CH:8]2[O:16][CH2:17][CH2:18][O:9]2)[CH:10]=1. The yield is 0.990.